Task: Predict the product of the given reaction.. Dataset: Forward reaction prediction with 1.9M reactions from USPTO patents (1976-2016) (1) The product is: [NH2:16][C:17]1[CH:24]=[CH:23][C:20]([CH2:21][NH:22][C:9](=[O:10])[O:11][C:12]([CH3:13])([CH3:14])[CH3:15])=[CH:19][CH:18]=1. Given the reactants [CH3:13][C:12]([O:11][C:9](O[C:9]([O:11][C:12]([CH3:15])([CH3:14])[CH3:13])=[O:10])=[O:10])([CH3:15])[CH3:14].[NH2:16][C:17]1[CH:24]=[CH:23][C:20]([CH2:21][NH2:22])=[CH:19][CH:18]=1.CCN(CC)CC, predict the reaction product. (2) Given the reactants [F:1][C:2]1[CH:3]=[C:4]([C@H:8]2[CH2:12][CH2:11][CH2:10][N:9]2[C:13]2[CH:18]=[CH:17][N:16]3[N:19]=[CH:20][C:21]([C:22](O)=[O:23])=[C:15]3[N:14]=2)[CH:5]=[N:6][CH:7]=1.[CH3:25][S:26]([N:29]1[CH2:34][CH2:33][CH:32]([NH2:35])[CH2:31][CH2:30]1)(=[O:28])=[O:27], predict the reaction product. The product is: [F:1][C:2]1[CH:3]=[C:4]([C@H:8]2[CH2:12][CH2:11][CH2:10][N:9]2[C:13]2[CH:18]=[CH:17][N:16]3[N:19]=[CH:20][C:21]([C:22]([NH:35][CH:32]4[CH2:33][CH2:34][N:29]([S:26]([CH3:25])(=[O:28])=[O:27])[CH2:30][CH2:31]4)=[O:23])=[C:15]3[N:14]=2)[CH:5]=[N:6][CH:7]=1. (3) Given the reactants [Br:1][C:2]1[C:3](=[O:29])[N:4]([CH2:19][C:20]2[CH:28]=[CH:27][C:23]([C:24]([OH:26])=O)=[CH:22][CH:21]=2)[C:5]([CH3:18])=[CH:6][C:7]=1[O:8][CH2:9][C:10]1[CH:15]=[CH:14][C:13]([F:16])=[CH:12][C:11]=1[F:17].ON1C2C=CC=CC=2N=N1.N=C=N.[CH2:43]([CH2:45][NH2:46])[OH:44].CN=C=O, predict the reaction product. The product is: [Br:1][C:2]1[C:3](=[O:29])[N:4]([CH2:19][C:20]2[CH:28]=[CH:27][C:23]([C:24]([NH:46][CH2:45][CH2:43][OH:44])=[O:26])=[CH:22][CH:21]=2)[C:5]([CH3:18])=[CH:6][C:7]=1[O:8][CH2:9][C:10]1[CH:15]=[CH:14][C:13]([F:16])=[CH:12][C:11]=1[F:17]. (4) Given the reactants [F:1][C:2]1[C:3]([C:9]([OH:11])=O)=[N:4][CH:5]=[C:6]([F:8])[CH:7]=1.C1N=CN(C(N2C=NC=C2)=O)C=1.Cl.[CH3:25][NH:26][O:27][CH3:28].CCN(C(C)C)C(C)C, predict the reaction product. The product is: [F:1][C:2]1[C:3]([C:9]([N:26]([O:27][CH3:28])[CH3:25])=[O:11])=[N:4][CH:5]=[C:6]([F:8])[CH:7]=1. (5) Given the reactants [F:1][C:2]1[CH:3]=[C:4]([CH2:8][C:9]([NH:11][NH2:12])=[O:10])[CH:5]=[CH:6][CH:7]=1.C(O[C:16](=[NH:22])[C:17]([O:19][CH2:20][CH3:21])=[O:18])C, predict the reaction product. The product is: [NH2:22][C:16](=[N:12][NH:11][C:9](=[O:10])[CH2:8][C:4]1[CH:5]=[CH:6][CH:7]=[C:2]([F:1])[CH:3]=1)[C:17]([O:19][CH2:20][CH3:21])=[O:18]. (6) Given the reactants C([O:3][C:4](=[O:40])[C:5]([O:8][C:9]1[CH:14]=[C:13]([O:15][CH2:16][C@@H:17]([OH:34])[CH2:18][N:19]2[CH2:24][CH2:23][C:22]3([CH2:28][C:27]4[CH:29]=[C:30]([Cl:33])[CH:31]=[CH:32][C:26]=4[O:25]3)[CH2:21][CH2:20]2)[C:12]([C:35]([NH:37][CH3:38])=[O:36])=[CH:11][C:10]=1[Cl:39])([CH3:7])[CH3:6])C.[OH-].[Na+], predict the reaction product. The product is: [Cl:39][C:10]1[CH:11]=[C:12]([C:35]([NH:37][CH3:38])=[O:36])[C:13]([O:15][CH2:16][C@@H:17]([OH:34])[CH2:18][N:19]2[CH2:20][CH2:21][C:22]3([CH2:28][C:27]4[CH:29]=[C:30]([Cl:33])[CH:31]=[CH:32][C:26]=4[O:25]3)[CH2:23][CH2:24]2)=[CH:14][C:9]=1[O:8][C:5]([CH3:6])([CH3:7])[C:4]([OH:40])=[O:3]. (7) The product is: [Br:36][CH2:21][CH2:22][CH2:23][C:24]1[CH:34]=[CH:33][C:27]([C:28]([O:30][CH2:31][CH3:32])=[O:29])=[CH:26][CH:25]=1. Given the reactants C1(P(C2C=CC=CC=2)C2C=CC=CC=2)C=CC=CC=1.O[CH2:21][CH2:22][CH2:23][C:24]1[CH:34]=[CH:33][C:27]([C:28]([O:30][CH2:31][CH3:32])=[O:29])=[CH:26][CH:25]=1.C(Br)(Br)(Br)[Br:36].O, predict the reaction product. (8) The product is: [Cl:13][C:14]1[CH:15]=[CH:16][C:17]([C:20]2[CH:21]=[CH:22][C:23]([C:26]#[C:27][C:28]3[CH:39]=[CH:38][C:31]4[S:32][C:33]([CH2:35][OH:36])=[CH:34][C:30]=4[CH:29]=3)=[N:24][CH:25]=2)=[CH:18][CH:19]=1. Given the reactants C1N=CN(C(N2C=NC=C2)=O)C=1.[Cl:13][C:14]1[CH:19]=[CH:18][C:17]([C:20]2[CH:21]=[CH:22][C:23]([C:26]#[C:27][C:28]3[CH:39]=[CH:38][C:31]4[S:32][C:33]([C:35](O)=[O:36])=[CH:34][C:30]=4[CH:29]=3)=[N:24][CH:25]=2)=[CH:16][CH:15]=1.[BH4-].[Na+].OS([O-])(=O)=O.[K+].C([O-])([O-])=O.[Na+].[Na+], predict the reaction product. (9) Given the reactants [Cl:1][C:2]1[CH:7]=[CH:6][C:5]([C:8]2([OH:14])[CH2:13][CH2:12][NH:11][CH2:10][CH2:9]2)=[CH:4][CH:3]=1.[C:15]([O:19][C:20](O[C:20]([O:19][C:15]([CH3:18])([CH3:17])[CH3:16])=[O:21])=[O:21])([CH3:18])([CH3:17])[CH3:16].C(N(C(C)C)CC)(C)C, predict the reaction product. The product is: [Cl:1][C:2]1[CH:7]=[CH:6][C:5]([C:8]2([OH:14])[CH2:9][CH2:10][N:11]([C:20]([O:19][C:15]([CH3:18])([CH3:17])[CH3:16])=[O:21])[CH2:12][CH2:13]2)=[CH:4][CH:3]=1.